From a dataset of Peptide-MHC class II binding affinity with 134,281 pairs from IEDB. Regression. Given a peptide amino acid sequence and an MHC pseudo amino acid sequence, predict their binding affinity value. This is MHC class II binding data. (1) The MHC is DRB1_1201 with pseudo-sequence DRB1_1201. The binding affinity (normalized) is 0.397. The peptide sequence is WDDLRSLCLFSYHRLR. (2) The peptide sequence is GLAVLRKVKRVVASL. The MHC is DRB1_0901 with pseudo-sequence DRB1_0901. The binding affinity (normalized) is 0.561.